Dataset: Forward reaction prediction with 1.9M reactions from USPTO patents (1976-2016). Task: Predict the product of the given reaction. (1) The product is: [NH2:30][C@@H:26]1[CH2:27][CH2:28][CH2:29][N:24]([C:21]2[N:22]=[CH:23][C:18]([NH:17][C:5]3[C:4]4[C:9](=[CH:10][CH:11]=[C:2]([C:43]5[CH:42]=[C:41]([F:54])[C:40]([OH:55])=[C:39]([Cl:38])[CH:44]=5)[CH:3]=4)[N:8]=[CH:7][C:6]=3[C:12]([CH:14]3[CH2:16][CH2:15]3)=[O:13])=[CH:19][CH:20]=2)[CH2:25]1. Given the reactants Br[C:2]1[CH:3]=[C:4]2[C:9](=[CH:10][CH:11]=1)[N:8]=[CH:7][C:6]([C:12]([CH:14]1[CH2:16][CH2:15]1)=[O:13])=[C:5]2[NH:17][C:18]1[CH:19]=[CH:20][C:21]([N:24]2[CH2:29][CH2:28][CH2:27][C@@H:26]([NH:30]C(=O)OC(C)(C)C)[CH2:25]2)=[N:22][CH:23]=1.[Cl:38][C:39]1[CH:44]=[C:43](B2OC(C)(C)C(C)(C)O2)[CH:42]=[C:41]([F:54])[C:40]=1[OH:55], predict the reaction product. (2) Given the reactants [NH2:1][C:2]1[CH:3]=[CH:4][C:5]([C:8]([O-:10])=O)=[N:6][CH:7]=1.Cl[C:12]1[N:13]=[C:14]([S:23][CH3:24])[N:15]=[N:16][C:17]=1[C:18]([O:20][CH2:21][CH3:22])=[O:19].[CH:25]1([NH2:28])[CH2:27][CH2:26]1.C(N(C(C)C)CC)(C)C.CN(C(ON1N=NC2C=CC=NC1=2)=[N+](C)C)C.F[P-](F)(F)(F)(F)F, predict the reaction product. The product is: [CH:25]1([NH:28][C:8]([C:5]2[N:6]=[CH:7][C:2]([NH:1][C:12]3[N:13]=[C:14]([S:23][CH3:24])[N:15]=[N:16][C:17]=3[C:18]([O:20][CH2:21][CH3:22])=[O:19])=[CH:3][CH:4]=2)=[O:10])[CH2:27][CH2:26]1. (3) Given the reactants [CH3:1][CH2:2][CH2:3][CH2:4][O:5][P:6]([O:13][CH2:14][CH2:15][CH2:16][CH3:17])([O:8][CH2:9][CH2:10][CH2:11][CH3:12])=[O:7].[CH3:18][C:19]([NH2:24])([CH2:22][OH:23])[CH2:20][OH:21], predict the reaction product. The product is: [CH3:12][CH2:11][CH2:10][CH2:9][O:8][P:6]([O:5][CH2:4][CH2:3][CH2:2][CH3:1])([O:13][CH2:14][CH2:15][CH2:16][CH3:17])=[O:7].[CH3:18][C:19]([NH2:24])([CH2:22][OH:23])[CH2:20][OH:21].